From a dataset of Full USPTO retrosynthesis dataset with 1.9M reactions from patents (1976-2016). Predict the reactants needed to synthesize the given product. (1) Given the product [CH3:12][C:7]1[CH:6]=[C:5]([C@H:3]2[CH2:2][O:4]2)[CH:10]=[C:9]([CH3:11])[CH:8]=1, predict the reactants needed to synthesize it. The reactants are: Br[CH2:2][C@H:3]([C:5]1[CH:10]=[C:9]([CH3:11])[CH:8]=[C:7]([CH3:12])[CH:6]=1)[OH:4].C(=O)([O-])[O-].[K+].[K+]. (2) Given the product [N:1]1[N:2]([CH2:7][C:8]2[CH:15]=[CH:14][C:11]([CH:12]=[O:13])=[CH:10][CH:9]=2)[N:3]=[N:4][CH:5]=1, predict the reactants needed to synthesize it. The reactants are: [NH:1]1[CH:5]=[N:4][N:3]=[N:2]1.Br[CH2:7][C:8]1[CH:15]=[CH:14][C:11]([CH:12]=[O:13])=[CH:10][CH:9]=1. (3) The reactants are: F[C:2]1[CH:10]=[CH:9][C:5]([C:6]([OH:8])=[O:7])=[CH:4][C:3]=1[N+:11]([O-:13])=[O:12].[NH2:14][C:15]1[CH:20]=[CH:19][CH:18]=[CH:17][CH:16]=1.Cl. Given the product [NH:14]([C:2]1[CH:10]=[CH:9][C:5]([C:6]([OH:8])=[O:7])=[CH:4][C:3]=1[N+:11]([O-:13])=[O:12])[C:15]1[CH:20]=[CH:19][CH:18]=[CH:17][CH:16]=1, predict the reactants needed to synthesize it. (4) The reactants are: [N:1]1([C:7]2[CH:8]=[CH:9][C:10]3[N:11]([C:13]([C:16]([F:19])([F:18])[F:17])=[N:14][N:15]=3)[CH:12]=2)[CH2:6][CH2:5][NH:4][CH2:3][CH2:2]1.[CH3:20][O:21][C:22]1[CH:29]=[CH:28][C:25]([CH:26]=O)=[CH:24][CH:23]=1. Given the product [CH3:20][O:21][C:22]1[CH:29]=[CH:28][C:25]([CH2:26][N:4]2[CH2:3][CH2:2][N:1]([C:7]3[CH:8]=[CH:9][C:10]4[N:11]([C:13]([C:16]([F:18])([F:17])[F:19])=[N:14][N:15]=4)[CH:12]=3)[CH2:6][CH2:5]2)=[CH:24][CH:23]=1, predict the reactants needed to synthesize it. (5) Given the product [Br:19][CH2:2][C:3]1[N:8]=[C:7](/[CH:9]=[CH:10]/[C:11]([O:13][C:14]([CH3:17])([CH3:16])[CH3:15])=[O:12])[CH:6]=[CH:5][CH:4]=1, predict the reactants needed to synthesize it. The reactants are: O[CH2:2][C:3]1[N:8]=[C:7](/[CH:9]=[CH:10]/[C:11]([O:13][C:14]([CH3:17])([CH3:16])[CH3:15])=[O:12])[CH:6]=[CH:5][CH:4]=1.C(Br)(Br)(Br)[Br:19].C1(P(C2C=CC=CC=2)C2C=CC=CC=2)C=CC=CC=1.